Dataset: Reaction yield outcomes from USPTO patents with 853,638 reactions. Task: Predict the reaction yield, written as a fraction of the theoretical maximum amount of product (1.0 means a 100% yield; for example, 0.34 means a 34% yield). (1) The reactants are [CH3:1][C:2]1[CH:11]=[CH:10][CH:9]=[C:8]2[C:3]=1[CH:4]=[C:5]([C:13]1[CH:18]=[CH:17][C:16]([CH2:19][N:20]3[CH2:25][CH2:24][NH:23][CH2:22][CH2:21]3)=[CH:15][CH:14]=1)[NH:6][C:7]2=[O:12].[C:26]([N:30]=[C:31]=[O:32])([CH3:29])([CH3:28])[CH3:27]. The catalyst is C(Cl)Cl. The product is [C:26]([NH:30][C:31]([N:23]1[CH2:24][CH2:25][N:20]([CH2:19][C:16]2[CH:15]=[CH:14][C:13]([C:5]3[NH:6][C:7](=[O:12])[C:8]4[C:3]([CH:4]=3)=[C:2]([CH3:1])[CH:11]=[CH:10][CH:9]=4)=[CH:18][CH:17]=2)[CH2:21][CH2:22]1)=[O:32])([CH3:29])([CH3:28])[CH3:27]. The yield is 0.540. (2) The reactants are [Cl:1][C:2]1[CH:7]=[C:6]([Cl:8])[CH:5]=[CH:4][C:3]=1[C:9]1[N:10]=[C:11](/[CH:30]=[CH:31]/[C:32]2[CH:37]=[CH:36][C:35]([OH:38])=[CH:34][CH:33]=2)[N:12]([CH2:14][C:15]([NH:17][CH:18]([C:20]2[C:29]3[C:24](=[CH:25][CH:26]=[CH:27][CH:28]=3)[CH:23]=[CH:22][CH:21]=2)[CH3:19])=[O:16])[CH:13]=1.Br[CH2:40][C:41]([O:43]C)=[O:42]. No catalyst specified. The product is [Cl:1][C:2]1[CH:7]=[C:6]([Cl:8])[CH:5]=[CH:4][C:3]=1[C:9]1[N:10]=[C:11](/[CH:30]=[CH:31]/[C:32]2[CH:33]=[CH:34][C:35]([O:38][CH2:40][C:41]([OH:43])=[O:42])=[CH:36][CH:37]=2)[N:12]([CH2:14][C:15](=[O:16])[NH:17][CH:18]([C:20]2[C:29]3[C:24](=[CH:25][CH:26]=[CH:27][CH:28]=3)[CH:23]=[CH:22][CH:21]=2)[CH3:19])[CH:13]=1. The yield is 0.350. (3) The reactants are [CH:1]([C:3]1[CH:8]=[CH:7][C:6]([C:9]2[CH:14]=[CH:13][CH:12]=[C:11]([CH2:15][NH:16][C:17](=[O:23])[O:18][C:19]([CH3:22])([CH3:21])[CH3:20])[CH:10]=2)=[CH:5][CH:4]=1)=O.[S:24]1[CH2:28][C:27](=[O:29])[NH:26][C:25]1=[O:30]. No catalyst specified. The product is [O:30]=[C:25]1[NH:26][C:27](=[O:29])[C:28](=[CH:1][C:3]2[CH:4]=[CH:5][C:6]([C:9]3[CH:14]=[CH:13][CH:12]=[C:11]([CH2:15][NH:16][C:17](=[O:23])[O:18][C:19]([CH3:21])([CH3:20])[CH3:22])[CH:10]=3)=[CH:7][CH:8]=2)[S:24]1. The yield is 0.950. (4) The reactants are [CH3:1][NH:2][CH2:3][CH2:4][C:5]#[C:6][C:7]1[CH:12]=[CH:11][CH:10]=[CH:9][N:8]=1.[CH3:13][C:14]1[CH:22]=[CH:21][C:17]([C:18](Cl)=[O:19])=[CH:16][CH:15]=1. No catalyst specified. The product is [CH3:1][N:2]([CH2:3][CH2:4][C:5]#[C:6][C:7]1[CH:12]=[CH:11][CH:10]=[CH:9][N:8]=1)[C:18](=[O:19])[C:17]1[CH:21]=[CH:22][C:14]([CH3:13])=[CH:15][CH:16]=1. The yield is 0.360. (5) The reactants are [Cl-].O[NH3+:3].[C:4](=[O:7])([O-])[OH:5].[Na+].CS(C)=O.[CH2:13]([C:17]1[N:18]=[C:19]([CH2:48][CH:49]2[CH2:51][CH2:50]2)[N:20]([C:39]2[CH:40]=[CH:41][C:42]3[O:46][CH2:45][CH2:44][C:43]=3[CH:47]=2)[C:21](=[O:38])[C:22]=1[CH2:23][C:24]1[CH:29]=[CH:28][C:27]([C:30]2[C:31]([C:36]#[N:37])=[CH:32][CH:33]=[CH:34][CH:35]=2)=[CH:26][CH:25]=1)[CH2:14][CH2:15][CH3:16]. The catalyst is C(OCC)(=O)C. The product is [CH2:13]([C:17]1[N:18]=[C:19]([CH2:48][CH:49]2[CH2:50][CH2:51]2)[N:20]([C:39]2[CH:40]=[CH:41][C:42]3[O:46][CH2:45][CH2:44][C:43]=3[CH:47]=2)[C:21](=[O:38])[C:22]=1[CH2:23][C:24]1[CH:25]=[CH:26][C:27]([C:30]2[CH:35]=[CH:34][CH:33]=[CH:32][C:31]=2[C:36]2[NH:3][C:4](=[O:7])[O:5][N:37]=2)=[CH:28][CH:29]=1)[CH2:14][CH2:15][CH3:16]. The yield is 0.820.